From a dataset of Full USPTO retrosynthesis dataset with 1.9M reactions from patents (1976-2016). Predict the reactants needed to synthesize the given product. (1) Given the product [C:1]([O:5][C:6]([NH:8][CH2:9][CH2:10][C:11]([NH:44][CH2:37][C:38]1[CH:43]=[CH:42][CH:41]=[CH:40][CH:39]=1)=[O:13])=[O:7])([CH3:2])([CH3:3])[CH3:4], predict the reactants needed to synthesize it. The reactants are: [C:1]([O:5][C:6]([NH:8][CH2:9][CH2:10][C:11]([OH:13])=O)=[O:7])([CH3:4])([CH3:3])[CH3:2].ON1C(=O)CCC1=O.C1CCC(N=C=NC2CCCCC2)CC1.[CH2:37]([NH2:44])[C:38]1[CH:43]=[CH:42][CH:41]=[CH:40][CH:39]=1. (2) Given the product [F:15][C:13]1[CH:12]=[C:11]([N:16]2[CH2:21][CH2:20][CH2:19][CH2:18][C:17]2=[O:22])[C:10]([O:23][CH3:24])=[C:9]([S:25]([Cl:29])(=[O:27])=[O:26])[CH:14]=1, predict the reactants needed to synthesize it. The reactants are: C(S[C:9]1[C:10]([O:23][CH3:24])=[C:11]([N:16]2[CH2:21][CH2:20][CH2:19][CH2:18][C:17]2=[O:22])[CH:12]=[C:13]([F:15])[CH:14]=1)C1C=CC=CC=1.[S:25]([Cl:29])(Cl)(=[O:27])=[O:26]. (3) Given the product [F:30][C:31]1[CH:36]=[CH:35][CH:34]=[CH:33][C:32]=1[C:2]1[S:3][CH:4]=[C:5]([C:7]([NH:9][C:10]2[CH:11]=[N:12][CH:13]=[CH:14][C:15]=2[N:16]2[CH2:21][CH2:20][CH2:19][C@H:18]([NH:22][C:23](=[O:29])[O:24][C:25]([CH3:28])([CH3:27])[CH3:26])[CH2:17]2)=[O:8])[N:6]=1, predict the reactants needed to synthesize it. The reactants are: Br[C:2]1[S:3][CH:4]=[C:5]([C:7]([NH:9][C:10]2[CH:11]=[N:12][CH:13]=[CH:14][C:15]=2[N:16]2[CH2:21][CH2:20][CH2:19][C@H:18]([NH:22][C:23](=[O:29])[O:24][C:25]([CH3:28])([CH3:27])[CH3:26])[CH2:17]2)=[O:8])[N:6]=1.[F:30][C:31]1[CH:36]=[CH:35][CH:34]=[CH:33][C:32]=1B(O)O.C([O-])(=O)C.[K+].O.